This data is from Catalyst prediction with 721,799 reactions and 888 catalyst types from USPTO. The task is: Predict which catalyst facilitates the given reaction. (1) Reactant: C(OC(=O)[NH:7][CH2:8][C:9]1[CH:14]=[CH:13][CH:12]=[C:11]([NH:15][C:16]2[C:17]3[C:24]([C:25](=[O:32])[C:26]4[CH:31]=[CH:30][CH:29]=[CH:28][CH:27]=4)=[CH:23][NH:22][C:18]=3[N:19]=[CH:20][N:21]=2)[CH:10]=1)(C)(C)C.Cl. Product: [NH2:7][CH2:8][C:9]1[CH:10]=[C:11]([NH:15][C:16]2[C:17]3[C:24]([C:25]([C:26]4[CH:27]=[CH:28][CH:29]=[CH:30][CH:31]=4)=[O:32])=[CH:23][NH:22][C:18]=3[N:19]=[CH:20][N:21]=2)[CH:12]=[CH:13][CH:14]=1. The catalyst class is: 12. (2) Reactant: [OH:1][C:2]1[CH:3]=[C:4]([CH:29]=[CH:30][CH:31]=1)[CH2:5][N:6]([C:19]1[CH:24]=[CH:23][C:22]([CH2:25][CH2:26][CH:27]=[O:28])=[CH:21][CH:20]=1)[S:7]([C:10]1[C:15]([CH3:16])=[CH:14][C:13]([CH3:17])=[CH:12][C:11]=1[CH3:18])(=[O:9])=[O:8].[CH3:32][CH:33]1[CH2:38][CH2:37][NH:36][CH2:35][CH2:34]1.[BH-](OC(C)=O)(OC(C)=O)OC(C)=O.[Na+].C(=O)(O)[O-].[Na+]. Product: [OH:1][C:2]1[CH:3]=[C:4]([CH:29]=[CH:30][CH:31]=1)[CH2:5][N:6]([C:19]1[CH:20]=[CH:21][C:22]([CH2:25][CH2:26][CH2:27][N:36]2[CH2:37][CH2:38][CH:33]([CH3:32])[CH2:34][CH2:35]2)=[CH:23][CH:24]=1)[S:7]([C:10]1[C:15]([CH3:16])=[CH:14][C:13]([CH3:17])=[CH:12][C:11]=1[CH3:18])(=[O:9])=[O:8].[OH:1][C:2]1[CH:3]=[C:4]([CH:29]=[CH:30][CH:31]=1)[CH2:5][N:6]([C:19]1[CH:20]=[CH:21][C:22]([CH2:25][CH2:26][CH2:27][OH:28])=[CH:23][CH:24]=1)[S:7]([C:10]1[C:15]([CH3:16])=[CH:14][C:13]([CH3:17])=[CH:12][C:11]=1[CH3:18])(=[O:9])=[O:8]. The catalyst class is: 2. (3) Reactant: Br[CH2:2][C:3]#[N:4].[Br:5][C:6]1[CH:11]=[CH:10][C:9]([OH:12])=[C:8]([F:13])[CH:7]=1.C(=O)([O-])[O-].[K+].[K+]. Product: [Br:5][C:6]1[CH:11]=[CH:10][C:9]([O:12][CH2:2][C:3]#[N:4])=[C:8]([F:13])[CH:7]=1. The catalyst class is: 3. (4) Reactant: [Br:1][C:2]1[CH:3]=[C:4]([C:8](=O)[C:9]([C:11]2C=[C:14]([C:16](=O)CC)[N:13]([CH2:20]C(F)(F)F)[CH:12]=2)=O)[CH:5]=[CH:6][CH:7]=1.[CH3:26][NH:27][C:28]([NH2:30])=[NH:29].[C:31](=[O:34])([O-])[O-].[Na+].[Na+].CCO[C:40]([CH3:42])=O.[CH2:43]([OH:45])C. Product: [NH2:30][C:28]1[N:27]([CH3:26])[C:43](=[O:45])[C:8]([C:4]2[CH:5]=[CH:6][CH:7]=[C:2]([Br:1])[CH:3]=2)([C:9]2[CH:11]=[C:12]([C:31](=[O:34])[CH2:40][CH3:42])[N:13]([CH2:14][CH3:16])[CH:20]=2)[N:29]=1. The catalyst class is: 8. (5) Reactant: [F:1][C:2]([F:14])([F:13])[C:3]1[CH:8]=[CH:7][C:6]([CH2:9][C:10]([OH:12])=O)=[CH:5][CH:4]=1.O.O[N:17]1C2C=CC=CC=2N=N1.Cl.CN(C)CCCN=C=NCC.[CH3:38][C:39]1([C:45]2[CH:46]=[C:47]([NH:51][S:52]([CH3:55])(=[O:54])=[O:53])[CH:48]=[CH:49][CH:50]=2)[CH:44]2[CH:40]1[CH2:41][NH:42][CH2:43]2.C(=O)([O-])O.[Na+]. Product: [NH3:17].[CH3:38][C:39]1([C:45]2[CH:46]=[C:47]([NH:51][S:52]([CH3:55])(=[O:54])=[O:53])[CH:48]=[CH:49][CH:50]=2)[CH:44]2[CH:40]1[CH2:41][N:42]([C:10](=[O:12])[CH2:9][C:6]1[CH:5]=[CH:4][C:3]([C:2]([F:1])([F:14])[F:13])=[CH:8][CH:7]=1)[CH2:43]2. The catalyst class is: 9. (6) Reactant: [CH3:1][O:2][C:3](=[O:33])[C@H:4]([CH2:16][C:17]1[CH:22]=[CH:21][C:20]([C:23]2[C:28]([O:29][CH3:30])=[CH:27][CH:26]=[CH:25][C:24]=2[O:31][CH3:32])=[CH:19][CH:18]=1)[NH:5][C:6](=[O:15])[C:7]1[C:12]([Cl:13])=[CH:11][CH:10]=[CH:9][C:8]=1[Cl:14].[O-]S([C:38]([F:41])(F)[F:39])(=O)=O.ClC1C=[N+]([F:50])C=C(Cl)C=1. Product: [CH3:1][O:2][C:3](=[O:33])[C@H:4]([CH2:16][C:17]1[CH:22]=[CH:21][C:20]([C:23]2[C:24]([O:31][CH3:32])=[CH:25][CH:26]=[C:27]([F:39])[C:28]=2[O:29][CH3:30])=[CH:19][CH:18]=1)[NH:5][C:6](=[O:15])[C:7]1[C:12]([Cl:13])=[CH:11][CH:10]=[CH:9][C:8]=1[Cl:14].[CH3:1][O:2][C:3](=[O:33])[C@H:4]([CH2:16][C:17]1[CH:22]=[CH:21][C:20]([C:23]2[C:28]([O:29][CH3:30])=[C:27]([F:50])[CH:26]=[C:38]([F:41])[C:24]=2[O:31][CH3:32])=[CH:19][CH:18]=1)[NH:5][C:6](=[O:15])[C:7]1[C:12]([Cl:13])=[CH:11][CH:10]=[CH:9][C:8]=1[Cl:14]. The catalyst class is: 23. (7) Reactant: O[C:2]1[N:6]([CH2:7][C:8]2[CH:13]=[CH:12][C:11]([O:14][CH3:15])=[CH:10][CH:9]=2)[N:5]=[N:4][C:3]=1[C:16]([O:18][CH2:19][CH3:20])=[O:17].P(Cl)(Cl)(Cl)(Cl)[Cl:22]. Product: [Cl:22][C:2]1[N:6]([CH2:7][C:8]2[CH:13]=[CH:12][C:11]([O:14][CH3:15])=[CH:10][CH:9]=2)[N:5]=[N:4][C:3]=1[C:16]([O:18][CH2:19][CH3:20])=[O:17]. The catalyst class is: 11. (8) Reactant: C([O:3][C:4](=O)[CH2:5][C:6]1([OH:19])[CH2:11][CH2:10][N:9]([C:12]([O:14][C:15]([CH3:18])([CH3:17])[CH3:16])=[O:13])[CH2:8][CH2:7]1)C.[H-].[Al+3].[Li+].[H-].[H-].[H-]. Product: [OH:19][C:6]1([CH2:5][CH2:4][OH:3])[CH2:11][CH2:10][N:9]([C:12]([O:14][C:15]([CH3:16])([CH3:17])[CH3:18])=[O:13])[CH2:8][CH2:7]1. The catalyst class is: 7.